Task: Regression/Classification. Given a drug SMILES string, predict its toxicity properties. Task type varies by dataset: regression for continuous values (e.g., LD50, hERG inhibition percentage) or binary classification for toxic/non-toxic outcomes (e.g., AMES mutagenicity, cardiotoxicity, hepatotoxicity). Dataset: herg_karim.. Dataset: hERG potassium channel inhibition data for cardiac toxicity prediction from Karim et al. (1) The compound is CC1CCCN1CCc1ccc2nc(-c3ccn[nH]3)ccc2c1. The result is 0 (non-blocker). (2) The compound is Cc1nn(-c2ccnc(Nc3ccc4c(c3)c(Cl)c(C)n4C)n2)cc1CN1CC(O)C1. The result is 0 (non-blocker). (3) The drug is CCC[C@@H]1NC(c2cc(C#N)ccn2)=NC1(c1ccc(F)cc1)c1ccc(F)cc1. The result is 1 (blocker). (4) The compound is CNc1nc(NCCCN(C)C)c2sc(-c3ccc(OC)nc3)cc2n1. The result is 1 (blocker).